From a dataset of Reaction yield outcomes from USPTO patents with 853,638 reactions. Predict the reaction yield, written as a fraction of the theoretical maximum amount of product (1.0 means a 100% yield; for example, 0.34 means a 34% yield). (1) The reactants are [CH3:1][C:2]1[CH:3]=[N:4][CH:5]=[CH:6][CH:7]=1.[F:8][C:9]([F:20])([F:19])[S:10]([O:13][CH2:14][C:15]([F:18])([F:17])[F:16])(=[O:12])=[O:11]. The catalyst is ClC(Cl)(Cl)C. The product is [F:8][C:9]([F:20])([F:19])[S:10]([O-:13])(=[O:12])=[O:11].[F:16][C:15]([F:18])([F:17])[CH2:14][N+:4]1[CH:5]=[CH:6][CH:7]=[C:2]([CH3:1])[CH:3]=1. The yield is 0.532. (2) The reactants are Cl[C:2]1[CH:3]=[C:4]2[C:9](=[N:10][CH:11]=1)[NH:8][C:7](=[O:12])[C:6]1[CH:13]=[CH:14][CH:15]=[CH:16][C:5]2=1.CO[C:19]1[CH:20]=[C:21]([CH:24]=[CH:25][CH:26]=1)[CH2:22][NH2:23].C1(P(C2CCCCC2)C2C=CC=CC=2C2C(C(C)C)=CC(C(C)C)=CC=2C(C)C)CCCCC1.C[C:62](C)([O-:64])C.[Na+]. The catalyst is O1CCOCC1.CO.C([O-])(=O)C.[Pd+2].C([O-])(=O)C. The product is [CH3:62][O:64][C:26]1[CH:19]=[CH:20][C:21]([CH2:22][NH:23][C:2]2[CH:3]=[C:4]3[C:9](=[N:10][CH:11]=2)[NH:8][C:7](=[O:12])[C:6]2[CH:13]=[CH:14][CH:15]=[CH:16][C:5]3=2)=[CH:24][CH:25]=1. The yield is 0.120. (3) The reactants are C[O:2][C:3](=[O:11])[C:4]1[C:9]([CH3:10])=[CH:8][CH:7]=[N:6][CH:5]=1.[OH-].[Na+]. The catalyst is O1CCOCC1. The product is [CH3:10][C:9]1[C:4]([C:3]([OH:11])=[O:2])=[CH:5][N:6]=[CH:7][CH:8]=1. The yield is 0.584. (4) The reactants are [CH3:1][O:2][C:3]1[CH:8]=[CH:7][C:6]([C:9]2[C:13]3[CH:14]=[C:15]([C:18]4[O:19][C:20]([CH3:23])=[N:21][N:22]=4)[CH:16]=[CH:17][C:12]=3[O:11][CH:10]=2)=[CH:5][CH:4]=1.O1CCCC1.[H][H]. The catalyst is [C].[Pd].CO. The product is [CH3:1][O:2][C:3]1[CH:4]=[CH:5][C:6]([CH:9]2[C:13]3[CH:14]=[C:15]([C:18]4[O:19][C:20]([CH3:23])=[N:21][N:22]=4)[CH:16]=[CH:17][C:12]=3[O:11][CH2:10]2)=[CH:7][CH:8]=1. The yield is 0.740. (5) The reactants are [CH2:1]([NH:8][CH2:9][CH2:10][CH2:11][NH:12][CH2:13][C:14]1[CH:19]=[CH:18][CH:17]=[CH:16][CH:15]=1)[C:2]1[CH:7]=[CH:6][CH:5]=[CH:4][CH:3]=1.Br[CH:21]([CH2:26]Br)[C:22]([O:24][CH3:25])=[O:23].C(=O)([O-])[O-].[K+].[K+].CO. The yield is 0.0700. The catalyst is CN(C)C=O.C(OCC)(=O)C.O. The product is [CH3:25][O:24][C:22]([CH:21]1[CH2:26][N:12]([CH2:13][C:14]2[CH:15]=[CH:16][CH:17]=[CH:18][CH:19]=2)[CH2:11][CH2:10][CH2:9][N:8]1[CH2:1][C:2]1[CH:3]=[CH:4][CH:5]=[CH:6][CH:7]=1)=[O:23]. (6) The reactants are I[C:2]1[CH:3]=[CH:4][C:5]2[N:6]([CH:8]=[C:9]([NH:11][C:12]([CH:14]3[CH2:16][CH2:15]3)=[O:13])[N:10]=2)[N:7]=1.[NH2:17][C:18]1[CH:19]=[C:20]([NH:24][C:25]([C:27]2[N:31]([CH3:32])[N:30]=[C:29]([CH3:33])[CH:28]=2)=[O:26])[CH:21]=[CH:22][CH:23]=1.C1(P(C2CCCCC2)C2C=CC=CC=2C2C(C(C)C)=CC(C(C)C)=CC=2C(C)C)CCCCC1.CC(C)([O-])C.[K+].C(=O)([O-])O.[Na+]. The catalyst is C1C=CC(/C=C/C(/C=C/C2C=CC=CC=2)=O)=CC=1.C1C=CC(/C=C/C(/C=C/C2C=CC=CC=2)=O)=CC=1.C1C=CC(/C=C/C(/C=C/C2C=CC=CC=2)=O)=CC=1.[Pd].[Pd].C(OCC)(=O)C.O1CCCC1.C(O)(C)(C)C. The product is [CH:14]1([C:12]([NH:11][C:9]2[N:10]=[C:5]3[CH:4]=[CH:3][C:2]([NH:17][C:18]4[CH:19]=[C:20]([NH:24][C:25]([C:27]5[N:31]([CH3:32])[N:30]=[C:29]([CH3:33])[CH:28]=5)=[O:26])[CH:21]=[CH:22][CH:23]=4)=[N:7][N:6]3[CH:8]=2)=[O:13])[CH2:16][CH2:15]1. The yield is 0.0900. (7) The reactants are [Br:1][C:2]1[CH:3]=[C:4]([OH:9])[CH:5]=[C:6]([F:8])[CH:7]=1.Cl[CH:11]([F:13])[F:12]. The catalyst is CC(O)C.[OH-].[K+]. The product is [Br:1][C:2]1[CH:3]=[C:4]([O:9][CH:11]([F:13])[F:12])[CH:5]=[C:6]([F:8])[CH:7]=1. The yield is 0.790. (8) The reactants are C(OCC)C.ClCCl.[CH3:9][O:10][C:11]([C:13]1([CH2:19][S:20]([N:23]2[CH2:28][CH2:27][N:26]([C:29]3[N:34]=[CH:33][C:32]([C:35]4[CH:40]=[CH:39][C:38]([F:41])=[CH:37][CH:36]=4)=[CH:31][N:30]=3)[CH2:25][CH2:24]2)(=[O:22])=[O:21])[CH2:18][CH2:17][CH2:16][CH2:15][CH2:14]1)=[O:12].FC1C=CC(C2C=NC(N3CCN(S(CC4(C(O)=O)CCCCC4)(=O)=O)CC3)=NC=2)=CC=1.O.[OH-].[Li+].CO. The catalyst is O1CCCC1.O. The product is [CH3:9][O:10][C:11]([C:13]1([CH2:19][S:20]([N:23]2[CH2:28][CH2:27][N:26]([C:29]3[N:34]=[CH:33][C:32]([C:35]4[CH:36]=[CH:37][C:38]([F:41])=[CH:39][CH:40]=4)=[CH:31][N:30]=3)[CH2:25][CH2:24]2)(=[O:22])=[O:21])[CH2:18][CH2:17][CH2:16][CH2:15][CH2:14]1)=[O:12]. The yield is 0.690.